From a dataset of Full USPTO retrosynthesis dataset with 1.9M reactions from patents (1976-2016). Predict the reactants needed to synthesize the given product. (1) Given the product [Br:10][CH2:11][CH2:12][N:5]1[C:6](=[O:8])[CH2:7][S:3][C:4]1=[O:9], predict the reactants needed to synthesize it. The reactants are: [H-].[Na+].[S:3]1[CH2:7][C:6](=[O:8])[NH:5][C:4]1=[O:9].[Br:10][CH:11](Br)[CH3:12]. (2) Given the product [CH3:17][C:16]1[CH:15]=[CH:14][C:10]([C:11]([OH:13])=[O:12])=[CH:9][C:8]=1[C:4]1[NH:3][C:2]([CH:1]2[CH2:27][CH2:28][CH2:24][O:25]2)=[N:6][C:5]=1[CH3:7], predict the reactants needed to synthesize it. The reactants are: [CH3:1][C:2]1[NH:3][C:4]([C:8]2[CH:9]=[C:10]([CH:14]=[CH:15][C:16]=2[CH3:17])[C:11]([OH:13])=[O:12])=[C:5]([CH3:7])[N:6]=1.IC1NC([CH:24]2[CH2:28][CH2:27]C[O:25]2)=NC=1C.IC1NC(C)=NC=1C. (3) Given the product [Br:1][C:2]1[CH:3]=[C:4]([CH2:5][NH2:7])[CH:8]=[C:9]([Cl:11])[CH:10]=1, predict the reactants needed to synthesize it. The reactants are: [Br:1][C:2]1[CH:3]=[C:4]([CH:8]=[C:9]([Cl:11])[CH:10]=1)[C:5]([NH2:7])=O. (4) Given the product [Cl:20][C:17]1[CH:18]=[CH:19][C:14]([O:13][C:9]2[C:10]([F:12])=[CH:11][C:6]([CH2:5][CH2:4][O:3][C:1]3[NH:2][CH:35]=[C:29]([CH2:27][CH3:28])[C:30](=[O:31])[N:26]=3)=[CH:7][C:8]=2[F:25])=[CH:15][C:16]=1[C:21]([F:22])([F:24])[F:23], predict the reactants needed to synthesize it. The reactants are: [C:1](=[NH:26])([O:3][CH2:4][CH2:5][C:6]1[CH:11]=[C:10]([F:12])[C:9]([O:13][C:14]2[CH:19]=[CH:18][C:17]([Cl:20])=[C:16]([C:21]([F:24])([F:23])[F:22])[CH:15]=2)=[C:8]([F:25])[CH:7]=1)[NH2:2].[CH2:27](/[C:29](=[CH:35]/O)/[C:30](OCC)=[O:31])[CH3:28].C([O-])([O-])=O.[K+].[K+].